This data is from Forward reaction prediction with 1.9M reactions from USPTO patents (1976-2016). The task is: Predict the product of the given reaction. (1) Given the reactants [F:1][B-:2]([F:5])([F:4])[F:3].[Na+].[C:7]([O:12][CH2:13][CH2:14][N:15]([CH3:17])[CH3:16])(=[O:11])[C:8]([CH3:10])=[CH2:9].CCl, predict the reaction product. The product is: [F:1][B-:2]([F:5])([F:4])[F:3].[CH2:13]([O:12][C:7](=[O:11])[C:8]([CH3:10])=[CH2:9])[CH3:14].[CH3:14][NH+:15]([CH3:17])[CH3:16]. (2) Given the reactants C[O:2][C:3]1[C:8]([C:9]2[CH:14]=[CH:13][C:12]([O:15][C:16]3[CH:21]=[CH:20][N:19]=[C:18]([C:22]4[CH:23]=[N:24][N:25]([CH3:27])[CH:26]=4)[CH:17]=3)=[C:11]([CH3:28])[N:10]=2)=[CH:7][N:6]=[C:5]([NH:29][CH2:30][CH2:31][O:32][CH3:33])[N:4]=1.Br, predict the reaction product. The product is: [CH3:33][O:32][CH2:31][CH2:30][NH:29][C:5]1[NH:4][C:3](=[O:2])[C:8]([C:9]2[CH:14]=[CH:13][C:12]([O:15][C:16]3[CH:21]=[CH:20][N:19]=[C:18]([C:22]4[CH:23]=[N:24][N:25]([CH3:27])[CH:26]=4)[CH:17]=3)=[C:11]([CH3:28])[N:10]=2)=[CH:7][N:6]=1. (3) Given the reactants C([NH:5][S:6]([C:9]1[S:10][C:11]([C:14]2[N:19]=[C:18]([NH:20][C:21]3[CH:25]=[C:24]([C:26]([CH3:29])([CH3:28])[CH3:27])[NH:23][N:22]=3)[C:17]([Cl:30])=[CH:16][N:15]=2)=[CH:12][CH:13]=1)(=[O:8])=[O:7])(C)(C)C.B(Cl)(Cl)Cl.O.CC(=O)OCC, predict the reaction product. The product is: [C:26]([C:24]1[NH:23][N:22]=[C:21]([NH:20][C:18]2[C:17]([Cl:30])=[CH:16][N:15]=[C:14]([C:11]3[S:10][C:9]([S:6]([NH2:5])(=[O:8])=[O:7])=[CH:13][CH:12]=3)[N:19]=2)[CH:25]=1)([CH3:29])([CH3:27])[CH3:28]. (4) Given the reactants [Cl:1][C:2]1[CH:14]=[CH:13][C:12](B2OC(C)(C)C(C)(C)O2)=[CH:11][C:3]=1[C:4]([O:6][C:7]([CH3:10])([CH3:9])[CH3:8])=[O:5].Br[C:25]1[C:26]([N:31]2[CH2:36][CH2:35][CH:34]([C:37]([O:39][CH3:40])=[O:38])[CH2:33][CH2:32]2)=[N:27][CH:28]=[CH:29][CH:30]=1, predict the reaction product. The product is: [Cl:1][C:2]1[CH:14]=[CH:13][C:12]([C:25]2[C:26]([N:31]3[CH2:32][CH2:33][CH:34]([C:37]([O:39][CH3:40])=[O:38])[CH2:35][CH2:36]3)=[N:27][CH:28]=[CH:29][CH:30]=2)=[CH:11][C:3]=1[C:4]([O:6][C:7]([CH3:8])([CH3:9])[CH3:10])=[O:5]. (5) Given the reactants C(OC([N:8]1[CH2:13][CH2:12][N:11]([CH2:14][C:15]2[C:16](=[O:33])[N:17]([CH2:29][CH:30]([CH3:32])[CH3:31])[N:18]=[C:19]([C:21]3[CH:26]=[CH:25][C:24]([CH3:27])=[C:23]([F:28])[CH:22]=3)[CH:20]=2)[CH2:10][CH2:9]1)=O)(C)(C)C.[ClH:34].C(OCC)C, predict the reaction product. The product is: [ClH:34].[ClH:34].[F:28][C:23]1[CH:22]=[C:21]([C:19]2[CH:20]=[C:15]([CH2:14][N:11]3[CH2:10][CH2:9][NH:8][CH2:13][CH2:12]3)[C:16](=[O:33])[N:17]([CH2:29][CH:30]([CH3:31])[CH3:32])[N:18]=2)[CH:26]=[CH:25][C:24]=1[CH3:27]. (6) Given the reactants Cl[C:2]1[CH:7]=[CH:6][C:5]([N+:8]([O-:10])=[O:9])=[CH:4][N:3]=1.Cl.[NH:12]1[CH2:15][CH2:14][CH2:13]1.C(=O)([O-])[O-].[K+].[K+].O1CCOCCOCCOCCOCCOCC1, predict the reaction product. The product is: [N:12]1([C:2]2[CH:7]=[CH:6][C:5]([N+:8]([O-:10])=[O:9])=[CH:4][N:3]=2)[CH2:15][CH2:14][CH2:13]1. (7) Given the reactants [N:1]1[C:6]2[NH:7][C:8]3[C:13]([C:5]=2[CH:4]=[CH:3][CH:2]=1)=[CH:12][CH:11]=[C:10]([O:14][CH2:15][C:16]#[N:17])[CH:9]=3, predict the reaction product. The product is: [N:1]1[C:6]2[NH:7][C:8]3[C:13]([C:5]=2[CH:4]=[CH:3][CH:2]=1)=[CH:12][CH:11]=[C:10]([O:14][CH2:15][CH2:16][NH2:17])[CH:9]=3. (8) Given the reactants [CH:1]1([S:4]([C:7]2[CH:12]=[CH:11][C:10]([CH:13]([C:21]3[NH:25][C:24]([C:26]4[N:31]=[CH:30][C:29]([CH2:32][C:33](O)=[O:34])=[CH:28][CH:27]=4)=[CH:23][CH:22]=3)[CH2:14][CH:15]3[CH2:20][CH2:19][O:18][CH2:17][CH2:16]3)=[CH:9][CH:8]=2)(=[O:6])=[O:5])[CH2:3][CH2:2]1.C([N:38](CC)CC)C.Cl.CN(C)CCCN=C=NCC.O, predict the reaction product. The product is: [CH:1]1([S:4]([C:7]2[CH:8]=[CH:9][C:10]([CH:13]([C:21]3[NH:25][C:24]([C:26]4[N:31]=[CH:30][C:29]([CH2:32][C:33]([NH2:38])=[O:34])=[CH:28][CH:27]=4)=[CH:23][CH:22]=3)[CH2:14][CH:15]3[CH2:16][CH2:17][O:18][CH2:19][CH2:20]3)=[CH:11][CH:12]=2)(=[O:5])=[O:6])[CH2:2][CH2:3]1.